From a dataset of Retrosynthesis with 50K atom-mapped reactions and 10 reaction types from USPTO. Predict the reactants needed to synthesize the given product. Given the product CC(=O)NC1CCN(C(=O)OCc2ccccc2)CCC1=O, predict the reactants needed to synthesize it. The reactants are: CC(=O)NC1CCN(C(=O)OCc2ccccc2)CCC1O.